This data is from Catalyst prediction with 721,799 reactions and 888 catalyst types from USPTO. The task is: Predict which catalyst facilitates the given reaction. (1) Reactant: [H-].[Na+].CC1C(C)=C(O)C2C(=CC(F)=C(F)C=2)N=1.[CH2:18]([C:20]1[C:29]([CH3:30])=[C:28]([O:31][C:32]([CH:34]2CC2)=[O:33])[C:27]2[C:22](=[CH:23][C:24]([F:38])=[C:25]([F:37])[CH:26]=2)[N:21]=1)C.C(C1C(C)=C(OC(C2CC2)=O)C2C(=CC=C(F)C=2F)N=1)C. Product: [CH3:18][C:20]1[C:29]([CH3:30])=[C:28]([O:31][C:32](=[O:33])[CH3:34])[C:27]2[C:22](=[CH:23][C:24]([F:38])=[C:25]([F:37])[CH:26]=2)[N:21]=1. The catalyst class is: 30. (2) Reactant: [C:1]([C:5]1[CH:9]=[C:8]([C:10](OCC)=[O:11])[NH:7][N:6]=1)([CH3:4])([CH3:3])[CH3:2].[H-].[Al+3].[Li+].[H-].[H-].[H-].O.O.O.O.O.O.O.O.O.O.S([O-])([O-])(=O)=O.[Na+].[Na+]. Product: [C:1]([C:5]1[CH:9]=[C:8]([CH:10]=[O:11])[NH:7][N:6]=1)([CH3:4])([CH3:2])[CH3:3]. The catalyst class is: 7. (3) Reactant: [CH3:1][O:2][C:3]1[CH:12]=[C:11]2[C:6]([CH:7]=[CH:8][C:9](=[O:16])[N:10]2[CH2:13][CH:14]=O)=[CH:5][CH:4]=1.[O:17]1[C:26]2[CH:25]=[C:24]([CH2:27][N:28]([CH:36]3[CH2:41][CH2:40][NH:39][CH2:38][CH2:37]3)[C:29](=[O:35])[O:30][C:31]([CH3:34])([CH3:33])[CH3:32])[N:23]=[CH:22][C:21]=2[O:20][CH2:19][CH2:18]1.CO.[BH-](OC(C)=O)(OC(C)=O)OC(C)=O.[Na+]. Product: [O:17]1[C:26]2[CH:25]=[C:24]([CH2:27][N:28]([CH:36]3[CH2:41][CH2:40][N:39]([CH2:14][CH2:13][N:10]4[C:11]5[C:6](=[CH:5][CH:4]=[C:3]([O:2][CH3:1])[CH:12]=5)[CH:7]=[CH:8][C:9]4=[O:16])[CH2:38][CH2:37]3)[C:29](=[O:35])[O:30][C:31]([CH3:34])([CH3:33])[CH3:32])[N:23]=[CH:22][C:21]=2[O:20][CH2:19][CH2:18]1. The catalyst class is: 22.